From a dataset of Reaction yield outcomes from USPTO patents with 853,638 reactions. Predict the reaction yield, written as a fraction of the theoretical maximum amount of product (1.0 means a 100% yield; for example, 0.34 means a 34% yield). (1) The reactants are [CH2:1]([OH:12])[CH2:2][C:3]1[CH:11]=[CH:10][C:8]([OH:9])=[C:5]([O:6][CH3:7])[CH:4]=1.[CH3:13][CH:14]([CH3:24])[CH2:15][CH2:16][CH2:17][CH2:18][CH2:19][CH2:20][C:21](O)=[O:22].O. The catalyst is C(OCC)(=O)C. The product is [CH3:13][CH:14]([CH3:24])[CH2:15][CH2:16][CH2:17][CH2:18][CH2:19][CH2:20][C:21]([O:12][CH2:1][CH2:2][C:3]1[CH:11]=[CH:10][C:8]([OH:9])=[C:5]([O:6][CH3:7])[CH:4]=1)=[O:22]. The yield is 0.932. (2) The reactants are [Cl:1][C:2]1[CH:7]=[CH:6][C:5]([C:8]2[C:9]([OH:14])=[CH:10][CH:11]=[CH:12][CH:13]=2)=[C:4]([CH3:15])[CH:3]=1.C(=O)([O-])[O-].[K+].[K+].C(Br)C=C.[CH2:26]([O:29]CC=C)[CH:27]=[CH2:28].C(C1C(C(F)(F)F)=CC=C(Cl)C=1O)C=C.C(C1C=CC=C(C2C=CC(Cl)=CC=2C)C=1O)C=C.ClC1C=C(C=CC=1)C(OO)=O.ClC1C2OC(CO)CC=2C(C(F)(F)F)=CC=1. The catalyst is C1(C)C=C(C)C=C(C)C=1. The product is [Cl:1][C:2]1[CH:7]=[CH:6][C:5]([C:8]2[C:9]3[O:14][CH:27]([CH2:26][OH:29])[CH2:28][C:10]=3[CH:11]=[CH:12][CH:13]=2)=[C:4]([CH3:15])[CH:3]=1. The yield is 0.610. (3) The reactants are Cl[C:2]1[N:7]=[C:6]([Cl:8])[N:5]=[C:4]([N:9]2[CH2:14][CH2:13][O:12][CH2:11][CH2:10]2)[N:3]=1.Cl.[CH:16]12[NH:23][CH:20]([CH2:21][CH2:22]1)[CH2:19][O:18][CH2:17]2.CCN(CC)CC. The catalyst is C(Cl)Cl. The product is [Cl:8][C:6]1[N:5]=[C:4]([N:9]2[CH2:14][CH2:13][O:12][CH2:11][CH2:10]2)[N:3]=[C:2]([N:23]2[CH:16]3[CH2:22][CH2:21][CH:20]2[CH2:19][O:18][CH2:17]3)[N:7]=1. The yield is 0.960. (4) The product is [Cl:1][C:2]1[CH:15]=[C:14]([NH2:16])[CH:13]=[CH:12][C:3]=1[O:4][CH2:5][C:6]1[CH:11]=[CH:10][CH:9]=[CH:8][N:7]=1. The catalyst is C(O)(=O)C.CCOC(C)=O.[Fe]. The reactants are [Cl:1][C:2]1[CH:15]=[C:14]([N+:16]([O-])=O)[CH:13]=[CH:12][C:3]=1[O:4][CH2:5][C:6]1[CH:11]=[CH:10][CH:9]=[CH:8][N:7]=1. The yield is 0.520.